This data is from Peptide-MHC class I binding affinity with 185,985 pairs from IEDB/IMGT. The task is: Regression. Given a peptide amino acid sequence and an MHC pseudo amino acid sequence, predict their binding affinity value. This is MHC class I binding data. The peptide sequence is ARHGEYAPF. The MHC is HLA-B07:02 with pseudo-sequence HLA-B07:02. The binding affinity (normalized) is 0.0847.